The task is: Predict the product of the given reaction.. This data is from Forward reaction prediction with 1.9M reactions from USPTO patents (1976-2016). (1) Given the reactants Cl.[CH3:2][O:3][C:4]([C@H:6]1[CH2:10][C@H:9]([OH:11])[C@@H:8]([NH2:12])[CH2:7]1)=[O:5].C(N(C(C)C)C(C)C)C.[Cl:22][C:23]1[S:27][C:26]([C:28](O)=[O:29])=[CH:25][CH:24]=1.F[P-](F)(F)(F)(F)F.N1(O[P+](N(C)C)(N(C)C)N(C)C)C2C=CC=CC=2N=N1, predict the reaction product. The product is: [CH3:2][O:3][C:4]([C@H:6]1[CH2:10][C@H:9]([OH:11])[C@@H:8]([NH:12][C:28]([C:26]2[S:27][C:23]([Cl:22])=[CH:24][CH:25]=2)=[O:29])[CH2:7]1)=[O:5]. (2) The product is: [CH3:18][O:1][C:2]1[N:3]=[C:4]([CH2:7][C:8]([C:10]2[CH:15]=[CH:14][CH:13]=[CH:12][CH:11]=2)=[O:9])[S:5][CH:6]=1. Given the reactants [OH:1][C:2]1[N:3]=[C:4]([CH2:7][C:8]([C:10]2[CH:15]=[CH:14][CH:13]=[CH:12][CH:11]=2)=[O:9])[S:5][CH:6]=1.CI.[C:18]([O-])([O-])=O.[K+].[K+], predict the reaction product. (3) Given the reactants [CH2:1]([O:3][C:4](=[O:14])[CH2:5][NH:6][CH2:7][C:8]1[CH:13]=[CH:12][CH:11]=[CH:10][CH:9]=1)[CH3:2].CCO[CH:18]=[C:19]([C:25]([O:27][CH2:28][CH3:29])=[O:26])[C:20]([O:22][CH2:23][CH3:24])=[O:21], predict the reaction product. The product is: [CH2:23]([O:22][C:20](=[O:21])[C:19](=[CH:18][N:6]([CH2:5][C:4]([O:3][CH2:1][CH3:2])=[O:14])[CH2:7][C:8]1[CH:13]=[CH:12][CH:11]=[CH:10][CH:9]=1)[C:25]([O:27][CH2:28][CH3:29])=[O:26])[CH3:24]. (4) Given the reactants [C:1]([NH:4][C:5]1[CH:13]=[CH:12][C:8]([C:9]([OH:11])=O)=[CH:7][CH:6]=1)(=[O:3])[CH3:2].Cl.C[N:16](C)[CH2:17][CH2:18][CH2:19][N:20]=[C:21]=NCC.C[N:27](C)[CH:28]=[O:29], predict the reaction product. The product is: [C:1]([NH:4][C:5]1[CH:6]=[CH:7][C:8]([C:9]([NH:4][C:5]2[CH:6]=[C:7]3[C:28](=[O:29])[NH:27][N:16]=[CH:17][C:18]4=[CH:19][NH:20][C:21]([CH:13]=2)=[C:8]34)=[O:11])=[CH:12][CH:13]=1)(=[O:3])[CH3:2]. (5) Given the reactants Cl.[Br:2][C:3]1[CH:10]=[CH:9][C:6]([CH2:7][NH2:8])=[CH:5][CH:4]=1.CCN(C(C)C)C(C)C.[CH:20]1([C:23](Cl)=[O:24])[CH2:22][CH2:21]1, predict the reaction product. The product is: [Br:2][C:3]1[CH:10]=[CH:9][C:6]([CH2:7][NH:8][C:23]([CH:20]2[CH2:22][CH2:21]2)=[O:24])=[CH:5][CH:4]=1. (6) Given the reactants [CH2:1]([O:8][C:9]([NH:11][CH2:12][CH2:13][CH2:14][C@H:15]([NH:20][C:21]([C:23]1[C:24](=[O:42])[N:25]([CH:29]([C:36]2[CH:41]=[CH:40][CH:39]=[CH:38][CH:37]=2)[C:30]2[CH:35]=[CH:34][CH:33]=[CH:32][CH:31]=2)[CH:26]=[CH:27][CH:28]=1)=[O:22])[C:16]([O:18]C)=[O:17])=[O:10])[C:2]1[CH:7]=[CH:6][CH:5]=[CH:4][CH:3]=1, predict the reaction product. The product is: [CH2:1]([O:8][C:9]([NH:11][CH2:12][CH2:13][CH2:14][C@H:15]([NH:20][C:21]([C:23]1[C:24](=[O:42])[N:25]([CH:29]([C:30]2[CH:31]=[CH:32][CH:33]=[CH:34][CH:35]=2)[C:36]2[CH:41]=[CH:40][CH:39]=[CH:38][CH:37]=2)[CH:26]=[CH:27][CH:28]=1)=[O:22])[C:16]([OH:18])=[O:17])=[O:10])[C:2]1[CH:7]=[CH:6][CH:5]=[CH:4][CH:3]=1.